Dataset: Full USPTO retrosynthesis dataset with 1.9M reactions from patents (1976-2016). Task: Predict the reactants needed to synthesize the given product. (1) Given the product [CH3:1][C:2]1[S:6][C:5]2[NH:7][C:8]3[CH:9]=[CH:10][CH:11]=[CH:12][C:13]=3[N:14]=[C:15]([N:16]3[CH2:17][CH2:18][N:19]([CH3:22])[CH2:20][CH2:21]3)[C:4]=2[CH:3]=1.[S:23]([O-:27])([OH:26])(=[O:25])=[O:24], predict the reactants needed to synthesize it. The reactants are: [CH3:1][C:2]1[S:6][C:5]2[NH:7][C:8]3[CH:9]=[CH:10][CH:11]=[CH:12][C:13]=3[N:14]=[C:15]([N:16]3[CH2:21][CH2:20][N:19]([CH3:22])[CH2:18][CH2:17]3)[C:4]=2[CH:3]=1.[S:23](=[O:27])(=[O:26])([OH:25])[OH:24]. (2) Given the product [F:34][C:31]1[CH:32]=[CH:33][C:28]([C:22]2[C:23]([C:24]([NH:25][CH3:26])=[O:27])=[C:11]3[CH:10]=[C:9]([B:42]4[O:46][C:45]([CH3:48])([CH3:47])[C:44]([CH3:50])([CH3:49])[O:43]4)[C:14]([N:15]([CH3:20])[S:16]([CH3:19])(=[O:17])=[O:18])=[CH:13][N:12]3[N:21]=2)=[CH:29][CH:30]=1, predict the reactants needed to synthesize it. The reactants are: N#N.FC(F)(F)S(O[C:9]1[C:14]([N:15]([CH3:20])[S:16]([CH3:19])(=[O:18])=[O:17])=[CH:13][N:12]2[N:21]=[C:22]([C:28]3[CH:33]=[CH:32][C:31]([F:34])=[CH:30][CH:29]=3)[C:23]([C:24](=[O:27])[NH:25][CH3:26])=[C:11]2[CH:10]=1)(=O)=O.CC([O-])=O.[K+].[B:42]1([B:42]2[O:46][C:45]([CH3:48])([CH3:47])[C:44]([CH3:50])([CH3:49])[O:43]2)[O:46][C:45]([CH3:48])([CH3:47])[C:44]([CH3:50])([CH3:49])[O:43]1. (3) The reactants are: [H-].[H-].[H-].[H-].[Li+].[Al+3].[CH2:7]([N:14]1[CH2:19][C:18](=O)[NH:17][C@@H:16]([CH2:21][CH2:22][C:23](OCC2C=CC=CC=2)=[O:24])[C:15]1=O)[C:8]1[CH:13]=[CH:12][CH:11]=[CH:10][CH:9]=1.O.[OH-].[Na+]. Given the product [CH2:7]([N:14]1[CH2:19][CH2:18][NH:17][C@@H:16]([CH2:21][CH2:22][CH2:23][OH:24])[CH2:15]1)[C:8]1[CH:9]=[CH:10][CH:11]=[CH:12][CH:13]=1, predict the reactants needed to synthesize it. (4) Given the product [N:26]1[CH:27]=[CH:28][CH:29]=[C:24]([CH2:23][O:1][C:2]2[CH:7]=[CH:6][C:5]([C:8]([N:10]3[CH2:14][CH2:13][CH2:12][C@H:11]3[CH2:15][N:16]3[CH2:17][CH2:18][CH2:19][CH2:20]3)=[O:9])=[CH:4][CH:3]=2)[CH:25]=1, predict the reactants needed to synthesize it. The reactants are: [OH:1][C:2]1[CH:7]=[CH:6][C:5]([C:8]([N:10]2[CH2:14][CH2:13][CH2:12][C@H:11]2[CH2:15][N:16]2[CH2:20][CH2:19][CH2:18][CH2:17]2)=[O:9])=[CH:4][CH:3]=1.Br.Br[CH2:23][C:24]1[CH:25]=[N:26][CH:27]=[CH:28][CH:29]=1. (5) Given the product [CH3:1][C:2]1[CH:12]=[CH:11][C:5]([C:6]([O:8][CH2:9][CH3:10])=[O:7])=[CH:4][C:3]=1[O:13][C:21]1[CH:20]=[CH:19][N:18]=[C:17]([Cl:16])[CH:22]=1, predict the reactants needed to synthesize it. The reactants are: [CH3:1][C:2]1[CH:12]=[CH:11][C:5]([C:6]([O:8][CH2:9][CH3:10])=[O:7])=[CH:4][C:3]=1[OH:13].[H-].[Na+].[Cl:16][C:17]1[CH:22]=[C:21]([N+]([O-])=O)[CH:20]=[CH:19][N:18]=1. (6) Given the product [Cl:1][C:2]1[C:14]([Cl:15])=[C:13]([CH2:16][CH2:17][C:18](=[N:36][OH:37])[C:19]2[S:20][C:21]([C:24]3[CH:29]=[CH:28][C:27]([C:30]([F:33])([F:32])[F:31])=[CH:26][CH:25]=3)=[CH:22][CH:23]=2)[CH:12]=[CH:11][C:3]=1[O:4][C:5]([CH3:10])([CH3:9])[C:6]([OH:8])=[O:7], predict the reactants needed to synthesize it. The reactants are: [Cl:1][C:2]1[C:14]([Cl:15])=[C:13]([CH2:16][CH2:17][C:18](=O)[C:19]2[S:20][C:21]([C:24]3[CH:29]=[CH:28][C:27]([C:30]([F:33])([F:32])[F:31])=[CH:26][CH:25]=3)=[CH:22][CH:23]=2)[CH:12]=[CH:11][C:3]=1[O:4][C:5]([CH3:10])([CH3:9])[C:6]([OH:8])=[O:7].Cl.[NH2:36][OH:37].